This data is from Full USPTO retrosynthesis dataset with 1.9M reactions from patents (1976-2016). The task is: Predict the reactants needed to synthesize the given product. Given the product [C:19]([O:23][C:24]([N:26]1[CH2:31][CH2:30][CH:29]2[CH:27]1[CH2:28]2)=[O:25])([CH3:22])([CH3:21])[CH3:20], predict the reactants needed to synthesize it. The reactants are: CN(CCN(C)C)C.C([Li])(CC)C.C1COCC1.[C:19]([O:23][C:24]([N:26]1[CH2:31][CH2:30][CH:29](Cl)[CH2:28][CH2:27]1)=[O:25])([CH3:22])([CH3:21])[CH3:20].